From a dataset of Catalyst prediction with 721,799 reactions and 888 catalyst types from USPTO. Predict which catalyst facilitates the given reaction. Reactant: [CH3:1][N:2]1[CH:6]=[C:5]([CH2:7][OH:8])[C:4]([C:9]([F:12])([F:11])[F:10])=[N:3]1.CS(C)=O.C(Cl)(=O)C(Cl)=O.C(N(CC)CC)C. Product: [CH3:1][N:2]1[CH:6]=[C:5]([CH:7]=[O:8])[C:4]([C:9]([F:10])([F:11])[F:12])=[N:3]1. The catalyst class is: 2.